This data is from Reaction yield outcomes from USPTO patents with 853,638 reactions. The task is: Predict the reaction yield, written as a fraction of the theoretical maximum amount of product (1.0 means a 100% yield; for example, 0.34 means a 34% yield). (1) The reactants are [CH2:1]([O:8][C:9]([NH:11][C@@H:12]([CH2:16][C:17]1[CH:22]=[CH:21][C:20]([C:23]2[N:28]=[CH:27][C:26]([C:29]3[CH:34]=[CH:33][C:32]([O:35][CH2:36][CH2:37][CH2:38][CH2:39][CH2:40][CH2:41][CH3:42])=[CH:31][CH:30]=3)=[CH:25][N:24]=2)=[CH:19][CH:18]=1)[C:13](O)=[O:14])=[O:10])[C:2]1[CH:7]=[CH:6][CH:5]=[CH:4][CH:3]=1.Cl.[NH2:44][C@H:45]([CH3:53])[C:46]([O:48][C:49]([CH3:52])([CH3:51])[CH3:50])=[O:47].CN(C(ON1N=NC2C=CC=NC1=2)=[N+](C)C)C.F[P-](F)(F)(F)(F)F. The catalyst is CN(C=O)C.CC(=O)OCC. The product is [CH2:1]([O:8][C:9]([NH:11][C@@H:12]([CH2:16][C:17]1[CH:22]=[CH:21][C:20]([C:23]2[N:24]=[CH:25][C:26]([C:29]3[CH:30]=[CH:31][C:32]([O:35][CH2:36][CH2:37][CH2:38][CH2:39][CH2:40][CH2:41][CH3:42])=[CH:33][CH:34]=3)=[CH:27][N:28]=2)=[CH:19][CH:18]=1)[C:13]([NH:44][C@@H:45]([C:46]([O:48][C:49]([CH3:52])([CH3:51])[CH3:50])=[O:47])[CH3:53])=[O:14])=[O:10])[C:2]1[CH:3]=[CH:4][CH:5]=[CH:6][CH:7]=1. The yield is 0.705. (2) The reactants are [CH3:1][C:2]1([CH3:13])[CH2:7][C:6]([CH3:9])([CH3:8])[CH2:5][C:4](=[CH:10][CH2:11]O)[CH2:3]1.[Cl:14][C:15]([Cl:19])([Cl:18])[C:16]#[N:17].C([O:22]CC)C. No catalyst specified. The product is [Cl:14][C:15]([Cl:19])([Cl:18])[C:16]([NH:17][C:4]1([CH:10]=[CH2:11])[CH2:3][C:2]([CH3:13])([CH3:1])[CH2:7][C:6]([CH3:9])([CH3:8])[CH2:5]1)=[O:22]. The yield is 0.660. (3) The reactants are [Cl:1][C:2]1[C:3]([C:11]#[N:12])=[C:4]([C:8]([OH:10])=O)[NH:5][C:6]=1[CH3:7].[NH2:13][C@@H:14]1[CH2:19][CH2:18][N:17]([C:20]([O:22][CH3:23])=[O:21])[CH2:16][C@@H:15]1[CH3:24].C1C=CC2N(O)N=NC=2C=1.CN1CCOCC1.CCN=C=NCCCN(C)C.Cl.Cl. The catalyst is ClCCl. The product is [Cl:1][C:2]1[C:3]([C:11]#[N:12])=[C:4]([C:8]([NH:13][C@@H:14]2[CH2:19][CH2:18][N:17]([C:20]([O:22][CH3:23])=[O:21])[CH2:16][C@@H:15]2[CH3:24])=[O:10])[NH:5][C:6]=1[CH3:7]. The yield is 0.720. (4) The reactants are [C:1]1([S:7](Cl)(=[O:9])=[O:8])[CH:6]=[CH:5][CH:4]=[CH:3][CH:2]=1.[NH:11]1[C:19]2[C:14](=[CH:15][CH:16]=[CH:17][CH:18]=2)[CH2:13][CH2:12]1.CCN(CC)CC. The catalyst is CN(C1C=CN=CC=1)C.C(Cl)Cl. The product is [C:1]1([S:7]([N:11]2[C:19]3[C:14](=[CH:15][CH:16]=[CH:17][CH:18]=3)[CH2:13][CH2:12]2)(=[O:9])=[O:8])[CH:6]=[CH:5][CH:4]=[CH:3][CH:2]=1. The yield is 0.960. (5) The yield is 0.960. The reactants are [Br:1]N1C(=O)CCC1=O.[CH3:9][O:10][C:11](=[O:22])[C:12]1[CH:17]=[CH:16][C:15]([N+:18]([O-:20])=[O:19])=[CH:14][C:13]=1[CH3:21].C1CCC(N=NC2(C#N)CCCCC2)(C#N)CC1. The product is [CH3:9][O:10][C:11](=[O:22])[C:12]1[CH:17]=[CH:16][C:15]([N+:18]([O-:20])=[O:19])=[CH:14][C:13]=1[CH2:21][Br:1]. The catalyst is C(Cl)(Cl)(Cl)Cl. (6) The product is [CH:24]([C:21]1[CH:20]=[CH:19][C:18](/[CH:17]=[CH:16]/[C:15]#[C:14][C:11]2[CH:10]=[CH:9][C:8]([C:7]([OH:26])=[O:6])=[CH:13][CH:12]=2)=[CH:23][CH:22]=1)=[O:25]. The catalyst is O.O1CCOCC1. The reactants are [OH-].[Na+].CO.C[O:6][C:7](=[O:26])[C:8]1[CH:13]=[CH:12][C:11]([C:14]#[C:15]/[CH:16]=[CH:17]/[C:18]2[CH:23]=[CH:22][C:21]([CH:24]=[O:25])=[CH:20][CH:19]=2)=[CH:10][CH:9]=1.Cl. The yield is 0.980. (7) The yield is 0.548. The product is [C:24]1([NH:25][C:2]2[N:3]=[CH:4][C:5]3[CH2:11][N:10]([C:12]([C:14]4[CH:15]=[N:16][CH:17]=[CH:18][CH:19]=4)=[O:13])[CH2:9][CH2:8][C:6]=3[N:7]=2)[CH:26]=[CH:27][CH:28]=[CH:22][CH:23]=1. The catalyst is C(O)(C)C. The reactants are Cl[C:2]1[N:3]=[CH:4][C:5]2[CH2:11][N:10]([C:12]([C:14]3[CH:15]=[N:16][CH:17]=[CH:18][CH:19]=3)=[O:13])[CH2:9][CH2:8][C:6]=2[N:7]=1.CO[C:22]1[CH:23]=[C:24]([CH:26]=[C:27](OC)[C:28]=1OC)[NH2:25].CCOC(C)=O. (8) The reactants are [Cl:1][C:2]1[CH:3]=[C:4]([NH:16][C:17]2[C:26]3[C:21](=[CH:22][CH:23]=[CH:24][C:25]=3[O:27][CH2:28][CH2:29][NH:30][CH:31]3[CH2:36][CH2:35][O:34][CH2:33][CH2:32]3)[N:20]=[CH:19][N:18]=2)[CH:5]=[CH:6][C:7]=1[O:8][CH2:9][C:10]1[CH:15]=[CH:14][CH:13]=[CH:12][N:11]=1.[C:37](Cl)(=[O:39])[CH3:38]. No catalyst specified. The product is [Cl:1][C:2]1[CH:3]=[C:4]([NH:16][C:17]2[C:26]3[C:21](=[CH:22][CH:23]=[CH:24][C:25]=3[O:27][CH2:28][CH2:29][N:30]([CH:31]3[CH2:36][CH2:35][O:34][CH2:33][CH2:32]3)[C:37](=[O:39])[CH3:38])[N:20]=[CH:19][N:18]=2)[CH:5]=[CH:6][C:7]=1[O:8][CH2:9][C:10]1[CH:15]=[CH:14][CH:13]=[CH:12][N:11]=1. The yield is 0.680. (9) The reactants are [CH3:1][C@H:2]1[C:10]2[C:9]([N:11]3[CH2:16][CH2:15][N:14](C(OC(C)(C)C)=O)[CH2:13][CH2:12]3)=[N:8][CH:7]=[N:6][C:5]=2[CH2:4][CH2:3]1.[ClH:24]. The catalyst is C(Cl)Cl. The product is [ClH:24].[ClH:24].[CH3:1][C@H:2]1[C:10]2[C:9]([N:11]3[CH2:16][CH2:15][NH:14][CH2:13][CH2:12]3)=[N:8][CH:7]=[N:6][C:5]=2[CH2:4][CH2:3]1. The yield is 0.990.